Dataset: NCI-60 drug combinations with 297,098 pairs across 59 cell lines. Task: Regression. Given two drug SMILES strings and cell line genomic features, predict the synergy score measuring deviation from expected non-interaction effect. (1) Drug 1: CC1=C(N=C(N=C1N)C(CC(=O)N)NCC(C(=O)N)N)C(=O)NC(C(C2=CN=CN2)OC3C(C(C(C(O3)CO)O)O)OC4C(C(C(C(O4)CO)O)OC(=O)N)O)C(=O)NC(C)C(C(C)C(=O)NC(C(C)O)C(=O)NCCC5=NC(=CS5)C6=NC(=CS6)C(=O)NCCC[S+](C)C)O. Drug 2: CCCCC(=O)OCC(=O)C1(CC(C2=C(C1)C(=C3C(=C2O)C(=O)C4=C(C3=O)C=CC=C4OC)O)OC5CC(C(C(O5)C)O)NC(=O)C(F)(F)F)O. Cell line: EKVX. Synergy scores: CSS=45.7, Synergy_ZIP=-3.32, Synergy_Bliss=-4.96, Synergy_Loewe=-3.52, Synergy_HSA=-2.50. (2) Synergy scores: CSS=88.5, Synergy_ZIP=8.17, Synergy_Bliss=7.41, Synergy_Loewe=7.88, Synergy_HSA=10.2. Drug 1: C1=C(C(=O)NC(=O)N1)N(CCCl)CCCl. Cell line: SR. Drug 2: CCC1(CC2CC(C3=C(CCN(C2)C1)C4=CC=CC=C4N3)(C5=C(C=C6C(=C5)C78CCN9C7C(C=CC9)(C(C(C8N6C)(C(=O)OC)O)OC(=O)C)CC)OC)C(=O)OC)O.OS(=O)(=O)O. (3) Synergy scores: CSS=-7.08, Synergy_ZIP=5.59, Synergy_Bliss=2.26, Synergy_Loewe=-1.65, Synergy_HSA=-6.32. Cell line: MCF7. Drug 1: CC1=CC=C(C=C1)C2=CC(=NN2C3=CC=C(C=C3)S(=O)(=O)N)C(F)(F)F. Drug 2: CC12CCC3C(C1CCC2OP(=O)(O)O)CCC4=C3C=CC(=C4)OC(=O)N(CCCl)CCCl.[Na+]. (4) Drug 1: CC1C(C(CC(O1)OC2CC(CC3=C2C(=C4C(=C3O)C(=O)C5=C(C4=O)C(=CC=C5)OC)O)(C(=O)C)O)N)O.Cl. Drug 2: C1=CC(=CC=C1CCCC(=O)O)N(CCCl)CCCl. Cell line: HCT-15. Synergy scores: CSS=21.8, Synergy_ZIP=-9.07, Synergy_Bliss=-8.31, Synergy_Loewe=-9.08, Synergy_HSA=-7.98. (5) Drug 1: CC12CCC(CC1=CCC3C2CCC4(C3CC=C4C5=CN=CC=C5)C)O. Drug 2: CC1=C(C=C(C=C1)NC2=NC=CC(=N2)N(C)C3=CC4=NN(C(=C4C=C3)C)C)S(=O)(=O)N.Cl. Cell line: SN12C. Synergy scores: CSS=6.66, Synergy_ZIP=-0.268, Synergy_Bliss=-0.475, Synergy_Loewe=0.341, Synergy_HSA=0.269. (6) Drug 1: CCN(CC)CCCC(C)NC1=C2C=C(C=CC2=NC3=C1C=CC(=C3)Cl)OC. Drug 2: COC1=C2C(=CC3=C1OC=C3)C=CC(=O)O2. Cell line: HL-60(TB). Synergy scores: CSS=59.7, Synergy_ZIP=20.8, Synergy_Bliss=15.6, Synergy_Loewe=12.8, Synergy_HSA=11.2. (7) Drug 1: C(=O)(N)NO. Synergy scores: CSS=3.64, Synergy_ZIP=-0.600, Synergy_Bliss=0.788, Synergy_Loewe=-0.0942, Synergy_HSA=-0.885. Cell line: SNB-75. Drug 2: C1=NNC2=C1C(=O)NC=N2. (8) Drug 1: CS(=O)(=O)C1=CC(=C(C=C1)C(=O)NC2=CC(=C(C=C2)Cl)C3=CC=CC=N3)Cl. Drug 2: CC12CCC3C(C1CCC2O)C(CC4=C3C=CC(=C4)O)CCCCCCCCCS(=O)CCCC(C(F)(F)F)(F)F. Cell line: SF-539. Synergy scores: CSS=6.97, Synergy_ZIP=-2.06, Synergy_Bliss=2.12, Synergy_Loewe=2.73, Synergy_HSA=2.34. (9) Drug 1: C1=C(C(=O)NC(=O)N1)F. Drug 2: C1CC(C1)(C2=CC=C(C=C2)C3=C(C=C4C(=N3)C=CN5C4=NNC5=O)C6=CC=CC=C6)N. Cell line: HCT116. Synergy scores: CSS=53.0, Synergy_ZIP=0.427, Synergy_Bliss=-0.939, Synergy_Loewe=-1.33, Synergy_HSA=0.838. (10) Cell line: OVCAR-8. Drug 2: C1=NNC2=C1C(=O)NC=N2. Synergy scores: CSS=0.750, Synergy_ZIP=0.894, Synergy_Bliss=2.29, Synergy_Loewe=-6.37, Synergy_HSA=1.69. Drug 1: CC1=C2C(C(=O)C3(C(CC4C(C3C(C(C2(C)C)(CC1OC(=O)C(C(C5=CC=CC=C5)NC(=O)OC(C)(C)C)O)O)OC(=O)C6=CC=CC=C6)(CO4)OC(=O)C)O)C)O.